From a dataset of Forward reaction prediction with 1.9M reactions from USPTO patents (1976-2016). Predict the product of the given reaction. (1) Given the reactants Br[Mg][CH:3]([CH3:5])[CH3:4].[CH2:6]([O:13][C@H:14]1[C@H:19]([O:20][CH2:21][C:22]2[CH:27]=[CH:26][CH:25]=[CH:24][CH:23]=2)[C@H:18]([O:28][CH2:29][C:30]2[CH:35]=[CH:34][CH:33]=[CH:32][CH:31]=2)[C@@H:17]([O:36][CH2:37][C:38]2[CH:43]=[CH:42][CH:41]=[CH:40][CH:39]=2)[O:16][C@@H:15]1[CH:44]=[O:45])[C:7]1[CH:12]=[CH:11][CH:10]=[CH:9][CH:8]=1, predict the reaction product. The product is: [CH3:4][CH:3]([CH3:5])[C@@H:44]([C@@H:15]1[C@@H:14]([O:13][CH2:6][C:7]2[CH:8]=[CH:9][CH:10]=[CH:11][CH:12]=2)[C@H:19]([O:20][CH2:21][C:22]2[CH:27]=[CH:26][CH:25]=[CH:24][CH:23]=2)[C@H:18]([O:28][CH2:29][C:30]2[CH:31]=[CH:32][CH:33]=[CH:34][CH:35]=2)[C@@H:17]([O:36][CH2:37][C:38]2[CH:43]=[CH:42][CH:41]=[CH:40][CH:39]=2)[O:16]1)[OH:45]. (2) Given the reactants Br[C:2]1[CH:3]=[C:4]([C:8]2[N:13]=[C:12]([C:14]3[CH:19]=[CH:18][C:17]([C:20]([F:23])([F:22])[F:21])=[CH:16][CH:15]=3)[CH:11]=[C:10]([CH3:24])[N:9]=2)[CH:5]=[CH:6][CH:7]=1.[NH2:25][C:26]1[N:31]=[CH:30][C:29](B2OC(C)(C)C(C)(C)O2)=[CH:28][N:27]=1, predict the reaction product. The product is: [CH3:24][C:10]1[CH:11]=[C:12]([C:14]2[CH:19]=[CH:18][C:17]([C:20]([F:23])([F:22])[F:21])=[CH:16][CH:15]=2)[N:13]=[C:8]([C:4]2[CH:3]=[C:2]([C:29]3[CH:28]=[N:27][C:26]([NH2:25])=[N:31][CH:30]=3)[CH:7]=[CH:6][CH:5]=2)[N:9]=1. (3) Given the reactants C([Cl:4])(=O)C.C(OC([NH:12][C@@:13]1([C:27]([O:29][C:30](C)(C)[CH3:31])=[O:28])[CH2:18][C:17](=[O:19])[C@@H:16]2[C@H:14]1[C@H:15]2[C:20]([O:22][C:23](C)(C)[CH3:24])=[O:21])=O)(C)(C)C, predict the reaction product. The product is: [ClH:4].[NH2:12][C@@:13]1([C:27]([O:29][CH2:30][CH3:31])=[O:28])[CH2:18][C:17](=[O:19])[C@@H:16]2[C@H:14]1[C@H:15]2[C:20]([O:22][CH2:23][CH3:24])=[O:21]. (4) Given the reactants [Cl:1][C:2]1[CH:3]=[CH:4][C:5]([I:9])=[C:6]([OH:8])[CH:7]=1.C([O-])([O-])=O.[K+].[K+].Br[CH2:17][C:18]([CH3:20])=[CH2:19], predict the reaction product. The product is: [Cl:1][C:2]1[CH:3]=[CH:4][C:5]([I:9])=[C:6]([O:8][CH2:19][C:18]([CH3:20])=[CH2:17])[CH:7]=1. (5) Given the reactants O[CH:2]1[CH2:6][C:5]2([CH2:10][CH2:9][CH2:8][CH2:7]2)[C:4](=[O:11])[O:3]1, predict the reaction product. The product is: [CH2:2]([CH:2]1[CH2:6][C:5]2([CH2:10][CH2:9][CH2:8][CH2:7]2)[C:4](=[O:11])[O:3]1)[CH2:6][CH:5]=[CH2:4]. (6) Given the reactants Br[CH2:2][C:3]([C:5]12[CH2:17][CH2:16][CH2:15][CH2:14][CH:13]1[C:12]1[C:7](=[CH:8][CH:9]=[CH:10][CH:11]=1)[C:6]2=[O:18])=O.[CH:19]([NH2:21])=O.[NH3:22], predict the reaction product. The product is: [NH:22]1[CH:2]=[C:3]([C:5]23[CH2:17][CH2:16][CH2:15][CH2:14][CH:13]2[C:12]2[C:7](=[CH:8][CH:9]=[CH:10][CH:11]=2)[C:6]3=[O:18])[N:21]=[CH:19]1. (7) Given the reactants C([N:4]([C:26]1[C:31]([Cl:32])=[CH:30][C:29]([C:33]([F:42])([C:38]([F:41])([F:40])[F:39])[C:34]([F:37])([F:36])[F:35])=[CH:28][C:27]=1[Br:43])[C:5]([C:7]1[C:8]([O:24][CH3:25])=[C:9]([N:13]([CH2:22][CH3:23])[C:14]([C:16]2[CH:21]=[CH:20][N:19]=[CH:18][CH:17]=2)=[O:15])[CH:10]=[CH:11][CH:12]=1)=[O:6])(=O)C.[OH-].[Na+], predict the reaction product. The product is: [Br:43][C:27]1[CH:28]=[C:29]([C:33]([F:42])([C:34]([F:35])([F:36])[F:37])[C:38]([F:39])([F:40])[F:41])[CH:30]=[C:31]([Cl:32])[C:26]=1[NH:4][C:5]([C:7]1[C:8]([O:24][CH3:25])=[C:9]([N:13]([CH2:22][CH3:23])[C:14]([C:16]2[CH:17]=[CH:18][N:19]=[CH:20][CH:21]=2)=[O:15])[CH:10]=[CH:11][CH:12]=1)=[O:6].